From a dataset of Catalyst prediction with 721,799 reactions and 888 catalyst types from USPTO. Predict which catalyst facilitates the given reaction. (1) Reactant: [Cl:1][C:2]1[N:7]=[CH:6][C:5]([CH2:8][N:9]2[C:14]([CH3:15])=[CH:13][C:12](=[O:16])[N:11]3[N:17]=[C:18]([O:20]C)[N:19]=[C:10]23)=[CH:4][CH:3]=1. Product: [Cl:1][C:2]1[N:7]=[CH:6][C:5]([CH2:8][N:9]2[C:14]([CH3:15])=[CH:13][C:12](=[O:16])[N:11]3[N:17]=[C:18]([OH:20])[N:19]=[C:10]23)=[CH:4][CH:3]=1. The catalyst class is: 201. (2) Reactant: [C:1]([N:9]=[C:10]=[S:11])(=[O:8])[C:2]1[CH:7]=[CH:6][CH:5]=[CH:4][CH:3]=1.[S:12]1[C:16]2[CH:17]=[C:18]([NH2:21])[CH:19]=[CH:20][C:15]=2[N:14]=[C:13]1[NH2:22]. Product: [NH2:22][C:13]1[S:12][C:16]2[CH:17]=[C:18]([NH:21][C:10]([NH:9][C:1](=[O:8])[C:2]3[CH:7]=[CH:6][CH:5]=[CH:4][CH:3]=3)=[S:11])[CH:19]=[CH:20][C:15]=2[N:14]=1. The catalyst class is: 1. (3) Reactant: C[Si](C)(C)[O-].[K+].[Cl:7][C:8]1[CH:9]=[C:10]2[NH:32][C:31]([O:33][C@H:34]3[CH2:39][CH2:38][C@H:37]([C:40]([O:42]CC)=[O:41])[CH2:36][CH2:35]3)=[N:30][C:11]2=[N:12][C:13]=1[C:14]1[CH:19]=[CH:18][C:17]([C:20]2[CH:25]=[CH:24][C:23]([S:26]([CH3:29])(=[O:28])=[O:27])=[CH:22][CH:21]=2)=[CH:16][CH:15]=1. Product: [Cl:7][C:8]1[CH:9]=[C:10]2[NH:32][C:31]([O:33][C@H:34]3[CH2:35][CH2:36][C@H:37]([C:40]([OH:42])=[O:41])[CH2:38][CH2:39]3)=[N:30][C:11]2=[N:12][C:13]=1[C:14]1[CH:19]=[CH:18][C:17]([C:20]2[CH:25]=[CH:24][C:23]([S:26]([CH3:29])(=[O:27])=[O:28])=[CH:22][CH:21]=2)=[CH:16][CH:15]=1. The catalyst class is: 7. (4) Reactant: Cl.[NH2:2][CH2:3][C:4]1[C:9]([Cl:10])=[N:8][CH:7]=[CH:6][N:5]=1.[CH3:11][C:12]1([C:16](O)=[O:17])[CH2:15][O:14][CH2:13]1.C(N(CC)CC)C.Cl.CN(C)CCCN=C=NCC.[Cl-].[Na+]. Product: [Cl:10][C:9]1[C:4]([CH2:3][NH:2][C:16]([C:12]2([CH3:11])[CH2:15][O:14][CH2:13]2)=[O:17])=[N:5][CH:6]=[CH:7][N:8]=1. The catalyst class is: 112. (5) Reactant: Br[C:2]1[CH:7]=[C:6]([CH:8]([CH3:10])[CH3:9])[CH:5]=[C:4]([CH:11]([CH3:13])[CH3:12])[C:3]=1[O:14][CH2:15][CH3:16].C([Li])(C)(C)C.[Br:22][C:23]1[CH:24]=[CH:25][C:26]([F:31])=[C:27]([CH:30]=1)[CH:28]=[O:29].[Cl-].[NH4+]. Product: [Br:22][C:23]1[CH:24]=[CH:25][C:26]([F:31])=[C:27]([CH:28]([C:2]2[CH:7]=[C:6]([CH:8]([CH3:10])[CH3:9])[CH:5]=[C:4]([CH:11]([CH3:13])[CH3:12])[C:3]=2[O:14][CH2:15][CH3:16])[OH:29])[CH:30]=1. The catalyst class is: 57. (6) Reactant: C([NH:5][C:6](=[O:19])[C:7]1[C:12]([CH3:13])=[CH:11][C:10]([C:14]([CH3:17])([CH3:16])[CH3:15])=[CH:9][C:8]=1[F:18])(C)(C)C. Product: [C:14]([C:10]1[CH:11]=[C:12]([CH3:13])[C:7]([C:6]([NH2:5])=[O:19])=[C:8]([F:18])[CH:9]=1)([CH3:17])([CH3:16])[CH3:15]. The catalyst class is: 67. (7) Reactant: [Br:1][C:2]1[CH:3]=[N:4][CH:5]=[C:6]([C:10]=1[CH3:11])[C:7]([OH:9])=[O:8].[CH2:12](Cl)Cl.CO.C[Si](C=[N+]=[N-])(C)C. Product: [Br:1][C:2]1[CH:3]=[N:4][CH:5]=[C:6]([C:10]=1[CH3:11])[C:7]([O:9][CH3:12])=[O:8]. The catalyst class is: 28. (8) Reactant: C(OC(=O)C)C.[CH2:7]([O:9][C:10]([C:12]1([S:19]([C:22]2[CH:27]=[CH:26][C:25]([O:28][CH2:29][CH2:30][CH2:31][CH3:32])=[CH:24][CH:23]=2)(=[O:21])=[O:20])[CH2:17][CH2:16][N:15]([CH3:18])[CH2:14][CH2:13]1)=[O:11])[CH3:8]. Product: [CH2:7]([O:9][C:10]([C:12]1([S:19]([C:22]2[CH:23]=[CH:24][C:25]([O:28][CH2:29][CH2:30][CH2:31][CH3:32])=[CH:26][CH:27]=2)(=[O:20])=[O:21])[CH2:13][CH2:14][N:15]([CH3:18])[CH2:16][CH2:17]1)=[O:11])[CH3:8].[CH3:18][N:15]1[CH2:14][CH2:13][C:12]([S:19]([C:22]2[CH:23]=[CH:24][C:25]([O:28][CH2:29][CH2:30][CH2:31][CH3:32])=[CH:26][CH:27]=2)(=[O:21])=[O:20])([C:10]([OH:11])=[O:9])[CH2:17][CH2:16]1. The catalyst class is: 273. (9) Reactant: [N:1]1[CH:6]=[CH:5][CH:4]=[CH:3][C:2]=1[CH2:7][O:8][C:9]1[CH:18]=[C:17]([C:19]2[CH:20]=[C:21]([O:25][CH:26]3[CH2:29][N:28](C(OC(C)(C)C)=O)[CH2:27]3)[CH:22]=[N:23][CH:24]=2)[C:16]2[CH2:15][CH2:14][CH2:13][CH2:12][C:11]=2[N:10]=1.Cl.C(=O)([O-])[O-].[K+].[K+]. Product: [NH:28]1[CH2:29][CH:26]([O:25][C:21]2[CH:20]=[C:19]([C:17]3[C:16]4[CH2:15][CH2:14][CH2:13][CH2:12][C:11]=4[N:10]=[C:9]([O:8][CH2:7][C:2]4[CH:3]=[CH:4][CH:5]=[CH:6][N:1]=4)[CH:18]=3)[CH:24]=[N:23][CH:22]=2)[CH2:27]1. The catalyst class is: 1. (10) Reactant: [CH3:1][C:2]1[C:3]([CH2:8][N:9]([CH2:16][C:17]2[C:22]([CH3:23])=[CH:21][CH:20]=[CH:19][N:18]=2)[CH:10]2[CH2:15][CH2:14][NH:13][CH2:12][CH2:11]2)=[N:4][CH:5]=[CH:6][CH:7]=1.[S:24](N)([NH2:27])(=[O:26])=[O:25]. Product: [CH3:1][C:2]1[C:3]([CH2:8][N:9]([CH2:16][C:17]2[C:22]([CH3:23])=[CH:21][CH:20]=[CH:19][N:18]=2)[CH:10]2[CH2:15][CH2:14][N:13]([S:24]([NH2:27])(=[O:26])=[O:25])[CH2:12][CH2:11]2)=[N:4][CH:5]=[CH:6][CH:7]=1. The catalyst class is: 12.